From a dataset of Drug-target binding data from BindingDB using IC50 measurements. Regression. Given a target protein amino acid sequence and a drug SMILES string, predict the binding affinity score between them. We predict pIC50 (pIC50 = -log10(IC50 in M); higher means more potent). Dataset: bindingdb_ic50. (1) The compound is CN[C@@H](C)C(=O)NC(Cc1ccc(C(=O)Nc2ccc(C(=O)N[C@H]3C[C@@H](C(=O)NC4CCCc5ccccc54)N(C(=O)[C@@H](NC(=O)[C@H](C)NC)C(C)(C)C)C3)cc2)cc1)C(=O)N1C[Si](C)(C)C[C@H]1C(=O)NC1CCCc2ccccc21. The target protein sequence is NPFAPDRPPETHADYLLRTGQVVDISDTIYPRNPAMCSEEARLKSFQNWPDYAHLTPRELASAGLYYTGADDQVQCFACGGKLKNWEPGDRAWSEHRRHFPNCFFVLGRNVNVRSESGVSSDRNFPNSTNSPRNPAMAEYEARIVTFGTWTSSVNKEQLARAGFYALGEGDKVKCFHCGGGLTDWKPSEDPWEQHAKWYPGCKYLLDEKGQEYINNIHLTHSLEESLGRTAE. The pIC50 is 8.4. (2) The compound is CN(C)CCN1CCCCc2cc(N=C(N)c3cccs3)ccc21. The target protein (Q62600) has sequence MGNLKSVGQEPGPPCGLGLGLGLGLCGKQGPASPAPEPSQAPVPPSPTRPAPDHSPPLTRPPDGPKFPRVKNWEVGSITYDTLSAQAQQDGPCTPRRCLGSLVFPRKLQSRPTQGPSPTEQLLGQARDFINQYYNSIKRSGSQAHEQRLQEVEAEVVATGTYQLRESELVFGAKQAWRNAPRCVGRIQWGKLQVFDARDCRTAQEMFTYICNHIKYATNRGNLRSAITVFPQRYAGRGDFRIWNSQLVRYAGYRQQDGSVRGDPANVEITELCIQHGWTPGNGRFDVLPLLLQAPDEPPELFTLPPELVLEVPLEHPTLEWFAALGLRWYALPAVSNMLLEIGGLEFPAAPFSGWYMSSEIGMRDLCDPHRYNILEDVAVCMDLDTRTTSSLWKDKAAVEINVAVLYSYQLAKVTIVDHHAATASFMKHLENEQKARGGCPADWAWIVPPISGSLTPVFHQEMVNYFLSPAFRYQPDPWKGSAAKGTGITRKKTFKEVAN.... The pIC50 is 4.2.